Dataset: Full USPTO retrosynthesis dataset with 1.9M reactions from patents (1976-2016). Task: Predict the reactants needed to synthesize the given product. (1) Given the product [Cl:15][C:16]1[CH:17]=[C:18]([CH:22]([C:24]2[CH:25]=[CH:26][CH:27]=[CH:28][CH:29]=2)[O:1][C:2]2[CH:11]=[CH:10][C:9]([N+:12]([O-:14])=[O:13])=[CH:8][C:3]=2[C:4]([O:6][CH3:7])=[O:5])[CH:19]=[CH:20][CH:21]=1, predict the reactants needed to synthesize it. The reactants are: [OH:1][C:2]1[CH:11]=[CH:10][C:9]([N+:12]([O-:14])=[O:13])=[CH:8][C:3]=1[C:4]([O:6][CH3:7])=[O:5].[Cl:15][C:16]1[CH:17]=[C:18]([CH:22]([C:24]2[CH:29]=[CH:28][CH:27]=[CH:26][CH:25]=2)O)[CH:19]=[CH:20][CH:21]=1.C1(C)C=CC=CC=1.C1(P(C2C=CC=CC=2)C2C=CC=CC=2)C=CC=CC=1. (2) The reactants are: [C:1]([O:9][CH2:10][CH3:11])(=[O:8])[CH2:2][C:3]([O:5][CH2:6][CH3:7])=[O:4].[H-].[Na+].[Cl:14][C:15]1[CH:20]=[CH:19][C:18]([F:21])=[CH:17][C:16]=1Br.Cl. Given the product [Cl:14][C:15]1[CH:20]=[CH:19][C:18]([F:21])=[CH:17][C:16]=1[CH:2]([C:3]([O:5][CH2:6][CH3:7])=[O:4])[C:1]([O:9][CH2:10][CH3:11])=[O:8], predict the reactants needed to synthesize it. (3) Given the product [C:11]([C:8]1[N:9]=[CH:10][C:5]([C:3]([OH:4])=[O:2])=[CH:6][N:7]=1)(=[O:18])[C:12]1[CH:17]=[CH:16][CH:15]=[CH:14][CH:13]=1, predict the reactants needed to synthesize it. The reactants are: C[O:2][C:3]([C:5]1[CH:6]=[N:7][C:8]([C:11](=[O:18])[C:12]2[CH:17]=[CH:16][CH:15]=[CH:14][CH:13]=2)=[N:9][CH:10]=1)=[O:4].[Li+].[OH-].